From a dataset of Forward reaction prediction with 1.9M reactions from USPTO patents (1976-2016). Predict the product of the given reaction. (1) Given the reactants [F:1][C:2]1([F:17])[CH2:5][CH:4]([C:6]2[C:10]([CH2:11][OH:12])=[C:9]([C:13]([F:16])([F:15])[F:14])[S:8][N:7]=2)[CH2:3]1.[F:18][C:19]1[CH:20]=[C:21]([CH2:27][CH2:28][C:29]([O:31]CC)=[O:30])[CH:22]=[C:23]([F:26])[C:24]=1O, predict the reaction product. The product is: [F:17][C:2]1([F:1])[CH2:5][CH:4]([C:6]2[C:10]([CH2:11][O:12][C:24]3[C:23]([F:26])=[CH:22][C:21]([CH2:27][CH2:28][C:29]([OH:31])=[O:30])=[CH:20][C:19]=3[F:18])=[C:9]([C:13]([F:15])([F:16])[F:14])[S:8][N:7]=2)[CH2:3]1. (2) Given the reactants [OH:1][CH2:2][CH2:3][O:4][CH2:5][N:6]1[CH:13]=[CH:12][C:10](=[O:11])[NH:9][C:7]1=[O:8].[C:14]1([C:20](Cl)([C:27]2[CH:32]=[CH:31][CH:30]=[CH:29][CH:28]=2)[C:21]2[CH:26]=[CH:25][CH:24]=[CH:23][CH:22]=2)[CH:19]=[CH:18][CH:17]=[CH:16][CH:15]=1.O, predict the reaction product. The product is: [C:20]([O:1][CH2:2][CH2:3][O:4][CH2:5][N:6]1[CH:13]=[CH:12][C:10](=[O:11])[NH:9][C:7]1=[O:8])([C:14]1[CH:19]=[CH:18][CH:17]=[CH:16][CH:15]=1)([C:27]1[CH:28]=[CH:29][CH:30]=[CH:31][CH:32]=1)[C:21]1[CH:22]=[CH:23][CH:24]=[CH:25][CH:26]=1. (3) Given the reactants [Cl:1][C:2]1[CH:7]=[CH:6][CH:5]=[CH:4][C:3]=1[CH:8]([CH:20]1[CH2:25][CH2:24][N:23]([CH3:26])[CH2:22][CH2:21]1)[CH2:9][C:10]([C:12]1[CH:13]=[N:14][C:15]([O:18]C)=[CH:16][CH:17]=1)=[O:11].Cl, predict the reaction product. The product is: [Cl:1][C:2]1[CH:7]=[CH:6][CH:5]=[CH:4][C:3]=1[CH:8]([CH:20]1[CH2:25][CH2:24][N:23]([CH3:26])[CH2:22][CH2:21]1)[CH2:9][C:10]([C:12]1[CH:17]=[CH:16][C:15](=[O:18])[NH:14][CH:13]=1)=[O:11]. (4) Given the reactants Cl[C:2]1[N:9]=[CH:8][CH:7]=[CH:6][C:3]=1[C:4]#[N:5].Cl.[CH2:11]([O:18][NH2:19])[C:12]1[CH:17]=[CH:16][CH:15]=[CH:14][CH:13]=1.CCN(C(C)C)C(C)C.O, predict the reaction product. The product is: [CH2:11]([O:18][NH:19][C:2]1[N:9]=[CH:8][CH:7]=[CH:6][C:3]=1[C:4]#[N:5])[C:12]1[CH:17]=[CH:16][CH:15]=[CH:14][CH:13]=1. (5) Given the reactants [CH3:1][C:2]1[N:3]([C:29]([O:31][CH2:32][CH:33]([CH3:35])[CH3:34])=[O:30])[C:4]2[C:5]([N:28]=1)=[N:6][CH:7]=[C:8]([C:10]1[CH:11]=[CH:12][C:13]3[O:19][CH2:18][CH2:17][N:16](C(OC(C)(C)C)=O)[CH2:15][C:14]=3[CH:27]=1)[CH:9]=2, predict the reaction product. The product is: [CH3:1][C:2]1[N:3]([C:29]([O:31][CH2:32][CH:33]([CH3:35])[CH3:34])=[O:30])[C:4]2[C:5]([N:28]=1)=[N:6][CH:7]=[C:8]([C:10]1[CH:11]=[CH:12][C:13]3[O:19][CH2:18][CH2:17][NH:16][CH2:15][C:14]=3[CH:27]=1)[CH:9]=2. (6) Given the reactants [N:1]1[CH:6]=[CH:5][C:4]([C:7]([OH:9])=O)=[CH:3][CH:2]=1.C(Cl)(=O)C(Cl)=O.[CH3:16][C@H:17]1[NH:22][C@@H:21]([CH3:23])[CH2:20][N:19]([C:24]2[CH:29]=[CH:28][C:27]([O:30][CH2:31][CH2:32][CH2:33][N:34]3[CH2:39][CH2:38][CH2:37][CH2:36][CH2:35]3)=[CH:26][CH:25]=2)[CH2:18]1.C(N(CC)CC)C, predict the reaction product. The product is: [CH3:16][C@@H:17]1[CH2:18][N:19]([C:24]2[CH:25]=[CH:26][C:27]([O:30][CH2:31][CH2:32][CH2:33][N:34]3[CH2:39][CH2:38][CH2:37][CH2:36][CH2:35]3)=[CH:28][CH:29]=2)[CH2:20][C@H:21]([CH3:23])[N:22]1[C:7]([C:4]1[CH:3]=[CH:2][N:1]=[CH:6][CH:5]=1)=[O:9]. (7) Given the reactants [Cl:1][C:2]1[CH:7]=[CH:6][C:5]([S:8]([CH3:11])(=[O:10])=[O:9])=[C:4](Cl)[C:3]=1[CH3:13].C1(C)C=CC=CC=1.[OH-].[Na+].[CH3:23][O:24][CH2:25][CH2:26][OH:27], predict the reaction product. The product is: [Cl:1][C:2]1[CH:7]=[CH:6][C:5]([S:8]([CH3:11])(=[O:10])=[O:9])=[C:4]([O:27][CH2:26][CH2:25][O:24][CH3:23])[C:3]=1[CH3:13]. (8) Given the reactants F[C:2]1[CH:9]=[CH:8][C:5]([C:6]#[N:7])=[C:4]([NH:10][C:11]2[CH:16]=[CH:15][CH:14]=[C:13]([CH3:17])[N:12]=2)[CH:3]=1.[C:18]([O:22][C:23](=[O:32])[NH:24][C@H:25]1[CH2:30][CH2:29][CH2:28][CH2:27][C@H:26]1[NH2:31])([CH3:21])([CH3:20])[CH3:19].CO[Si](C)(C)C, predict the reaction product. The product is: [C:18]([O:22][C:23](=[O:32])[NH:24][C@H:25]1[CH2:30][CH2:29][CH2:28][CH2:27][C@H:26]1[NH:31][C:2]1[CH:9]=[CH:8][C:5]([C:6]#[N:7])=[C:4]([NH:10][C:11]2[CH:16]=[CH:15][CH:14]=[C:13]([CH3:17])[N:12]=2)[CH:3]=1)([CH3:21])([CH3:19])[CH3:20].